Task: Predict the reactants needed to synthesize the given product.. Dataset: Full USPTO retrosynthesis dataset with 1.9M reactions from patents (1976-2016) (1) Given the product [CH:1]1([O:7][C:8]2[CH:13]=[CH:12][C:11]([CH2:14][C:15]3[CH:20]=[C:19]([C:21]4[C:22]([NH2:28])=[N:23][C:24]([NH2:27])=[CH:25][CH:26]=4)[O:17][N:16]=3)=[CH:10][CH:9]=2)[CH2:6][CH2:5][CH2:4][CH2:3][CH2:2]1, predict the reactants needed to synthesize it. The reactants are: [CH:1]1([O:7][C:8]2[CH:13]=[CH:12][C:11]([CH2:14][C:15](Cl)=[N:16][OH:17])=[CH:10][CH:9]=2)[CH2:6][CH2:5][CH2:4][CH2:3][CH2:2]1.[C:19]([C:21]1[C:22]([NH2:28])=[N:23][C:24]([NH2:27])=[CH:25][CH:26]=1)#[CH:20].C(N(CC)CC)C. (2) Given the product [Br:1][C:2]1[CH:7]=[CH:6][CH:5]=[CH:4][C:3]=1[NH:8][N:9]=[C:16]([C:10]1[CH:15]=[CH:14][CH:13]=[CH:12][CH:11]=1)[C:17]([C:19]1[CH:24]=[CH:23][CH:22]=[CH:21][CH:20]=1)=[O:18], predict the reactants needed to synthesize it. The reactants are: [Br:1][C:2]1[CH:7]=[CH:6][CH:5]=[CH:4][C:3]=1[NH:8][NH2:9].[C:10]1([C:16](=O)[C:17]([C:19]2[CH:24]=[CH:23][CH:22]=[CH:21][CH:20]=2)=[O:18])[CH:15]=[CH:14][CH:13]=[CH:12][CH:11]=1. (3) Given the product [CH2:21]([O:11][C:10](=[O:12])[CH2:9][C:4]1[CH:5]=[CH:6][C:7]([F:8])=[C:2]([F:1])[CH:3]=1)[CH:20]=[CH2:19], predict the reactants needed to synthesize it. The reactants are: [F:1][C:2]1[CH:3]=[C:4]([CH2:9][C:10]([OH:12])=[O:11])[CH:5]=[CH:6][C:7]=1[F:8].C(=O)([O-])[O-].[K+].[K+].[CH2:19](Br)[CH:20]=[CH2:21].O.